From a dataset of Full USPTO retrosynthesis dataset with 1.9M reactions from patents (1976-2016). Predict the reactants needed to synthesize the given product. The reactants are: [CH:1]1([CH:4]2[C:13]3=[CH:14][N:15]=[CH:16][CH:17]=[C:12]3[C:11]3[CH:10]=[CH:9][C:8]([O:18][CH2:19][C@@H:20]([NH:25]C(=O)OC(C)(C)C)[CH2:21][CH:22]([CH3:24])[CH3:23])=[CH:7][C:6]=3[O:5]2)[CH2:3][CH2:2]1.[ClH:33].O1CCOCC1. Given the product [CH:1]1([CH:4]2[C:13]3=[CH:14][N:15]=[CH:16][CH:17]=[C:12]3[C:11]3[CH:10]=[CH:9][C:8]([O:18][CH2:19][C@@H:20]([NH2:25])[CH2:21][CH:22]([CH3:23])[CH3:24])=[CH:7][C:6]=3[O:5]2)[CH2:3][CH2:2]1.[ClH:33], predict the reactants needed to synthesize it.